This data is from Reaction yield outcomes from USPTO patents with 853,638 reactions. The task is: Predict the reaction yield, written as a fraction of the theoretical maximum amount of product (1.0 means a 100% yield; for example, 0.34 means a 34% yield). (1) The reactants are [Cl:1][C:2]1[CH:7]=[C:6]([Cl:8])[CH:5]=[CH:4][C:3]=1[C:9]1[C:10]([C:26]#[N:27])=[C:11]([C:19]2[CH:24]=[CH:23][N:22]=[C:21](F)[CH:20]=2)[S:12][C:13]=1[C:14]1[NH:18][CH:17]=[N:16][N:15]=1.[CH3:28][NH2:29].CO. No catalyst specified. The product is [Cl:1][C:2]1[CH:7]=[C:6]([Cl:8])[CH:5]=[CH:4][C:3]=1[C:9]1[C:10]([C:26]#[N:27])=[C:11]([C:19]2[CH:24]=[CH:23][N:22]=[C:21]([NH:29][CH3:28])[CH:20]=2)[S:12][C:13]=1[C:14]1[NH:18][CH:17]=[N:16][N:15]=1. The yield is 0.440. (2) The reactants are [CH3:1][C:2]1[N:6]([CH2:7][C:8]2[C:17]3[C:12](=[CH:13][CH:14]=[CH:15][CH:16]=3)[CH:11]=[CH:10][CH:9]=2)[C:5]2[CH:18]=[C:19]([N:26]3[CH2:31][CH2:30][O:29][CH2:28][CH2:27]3)[CH:20]=[C:21]([C:22]([O:24]C)=[O:23])[C:4]=2[N:3]=1.[Li+].[OH-].Cl. The catalyst is C1COCC1.O. The product is [CH3:1][C:2]1[N:6]([CH2:7][C:8]2[C:17]3[C:12](=[CH:13][CH:14]=[CH:15][CH:16]=3)[CH:11]=[CH:10][CH:9]=2)[C:5]2[CH:18]=[C:19]([N:26]3[CH2:31][CH2:30][O:29][CH2:28][CH2:27]3)[CH:20]=[C:21]([C:22]([OH:24])=[O:23])[C:4]=2[N:3]=1. The yield is 0.910.